This data is from Reaction yield outcomes from USPTO patents with 853,638 reactions. The task is: Predict the reaction yield, written as a fraction of the theoretical maximum amount of product (1.0 means a 100% yield; for example, 0.34 means a 34% yield). The reactants are [Br:1][C:2]1[CH:3]=[N:4][NH:5][CH:6]=1.C([O-])([O-])=O.[K+].[K+].[CH3:13][Si:14]([CH3:21])([CH3:20])[CH2:15][CH2:16][O:17][CH2:18]Cl. The catalyst is CN(C=O)C. The product is [Br:1][C:2]1[CH:3]=[N:4][N:5]([CH2:18][O:17][CH2:16][CH2:15][Si:14]([CH3:21])([CH3:20])[CH3:13])[CH:6]=1. The yield is 0.670.